The task is: Predict which catalyst facilitates the given reaction.. This data is from Catalyst prediction with 721,799 reactions and 888 catalyst types from USPTO. (1) Reactant: [CH3:1][C@@H:2]1[N:7]([C:8]2[C:9]3[CH2:24][CH2:23][N:22]([C:25]4[N:30]=[CH:29][CH:28]=[CH:27][N:26]=4)[CH2:21][C:10]=3[N:11]=[C:12]([C:14]3[CH:20]=[CH:19][C:17]([NH2:18])=[CH:16][CH:15]=3)[N:13]=2)[CH2:6][CH2:5][O:4][CH2:3]1.[O:31]1[CH2:36]COCC1.C(N(CC)CC)C.C(Cl)(Cl)=O.[F:48][CH:49]([F:52])[CH2:50][NH2:51]. Product: [F:48][CH:49]([F:52])[CH2:50][NH:51][C:36]([NH:18][C:17]1[CH:19]=[CH:20][C:14]([C:12]2[N:13]=[C:8]([N:7]3[CH2:6][CH2:5][O:4][CH2:3][C@@H:2]3[CH3:1])[C:9]3[CH2:24][CH2:23][N:22]([C:25]4[N:26]=[CH:27][CH:28]=[CH:29][N:30]=4)[CH2:21][C:10]=3[N:11]=2)=[CH:15][CH:16]=1)=[O:31]. The catalyst class is: 11. (2) Reactant: [Br:1][C:2]1[CH:3]=[C:4]2[C:8](=[N:9][CH:10]=1)[NH:7][CH:6]=[CH:5]2.[Cl:11][C:12]1[C:17]([CH:18]=[O:19])=[C:16]([F:20])[C:15]([O:21][CH2:22][C:23]([F:26])([F:25])[F:24])=[CH:14][CH:13]=1.[OH-].[K+].O. Product: [Br:1][C:2]1[CH:3]=[C:4]2[C:5]([CH:18]([C:17]3[C:12]([Cl:11])=[CH:13][CH:14]=[C:15]([O:21][CH2:22][C:23]([F:25])([F:26])[F:24])[C:16]=3[F:20])[OH:19])=[CH:6][NH:7][C:8]2=[N:9][CH:10]=1. The catalyst class is: 5. (3) Reactant: [N+:1]([C:4]1[C:12]2[C:7](=[CH:8][CH:9]=[C:10]([C:13]([OH:15])=O)[CH:11]=2)[NH:6][C:5]=1[C:16]1[C:25](=[O:26])[NH:24][C:23]2[C:18](=[CH:19][CH:20]=[CH:21][CH:22]=2)[N:17]=1)([O-])=O.C(N(CC)CC)C.C1CN([P+](ON2N=NC3C=CC=CC2=3)(N2CCCC2)N2CCCC2)CC1.F[P-](F)(F)(F)(F)F.[CH3:67][O:68][CH2:69][CH2:70][NH:71][CH3:72]. Product: [CH3:67][O:68][CH2:69][CH2:70][N:71]([CH3:72])[C:13]([C:10]1[CH:11]=[C:12]2[C:7](=[CH:8][CH:9]=1)[NH:6][C:5]([C:16]1[C:25](=[O:26])[NH:24][C:23]3[C:18](=[CH:19][CH:20]=[CH:21][CH:22]=3)[N:17]=1)=[C:4]2[NH2:1])=[O:15]. The catalyst class is: 394. (4) Reactant: C(OP([CH2:9][C:10]([O:12][CH2:13][CH3:14])=[O:11])(OCC)=O)C.[H-].[Na+].[F:17][C:18]1[CH:25]=[C:24]([O:26][CH3:27])[CH:23]=[CH:22][C:19]=1[CH:20]=O.O. Product: [F:17][C:18]1[CH:25]=[C:24]([O:26][CH3:27])[CH:23]=[CH:22][C:19]=1/[CH:20]=[CH:9]/[C:10]([O:12][CH2:13][CH3:14])=[O:11]. The catalyst class is: 7. (5) Reactant: O=[C:2]1[CH2:7][CH2:6][CH:5]([C@H:8]([NH:10][C:11]2[N:16]=[C:15]([C:17]3[C:25]4[C:20](=[N:21][CH:22]=[C:23]([C:26]([F:29])([F:28])[F:27])[CH:24]=4)[N:19]([S:30]([C:33]4[CH:39]=[CH:38][C:36]([CH3:37])=[CH:35][CH:34]=4)(=[O:32])=[O:31])[CH:18]=3)[C:14]([C:40]#[N:41])=[CH:13][N:12]=2)[CH3:9])[CH2:4][CH2:3]1.C([O-])(=O)C.[NH4+:46].C(O[BH-](OC(=O)C)OC(=O)C)(=O)C.[Na+]. Product: [NH2:46][CH:2]1[CH2:7][CH2:6][CH:5]([C@H:8]([NH:10][C:11]2[N:16]=[C:15]([C:17]3[C:25]4[C:20](=[N:21][CH:22]=[C:23]([C:26]([F:29])([F:28])[F:27])[CH:24]=4)[N:19]([S:30]([C:33]4[CH:39]=[CH:38][C:36]([CH3:37])=[CH:35][CH:34]=4)(=[O:32])=[O:31])[CH:18]=3)[C:14]([C:40]#[N:41])=[CH:13][N:12]=2)[CH3:9])[CH2:4][CH2:3]1. The catalyst class is: 138.